The task is: Predict the product of the given reaction.. This data is from Forward reaction prediction with 1.9M reactions from USPTO patents (1976-2016). (1) Given the reactants [Cl:1][C:2]1[N:3]=[CH:4][C:5]([C:8]([OH:10])=O)=[N:6][CH:7]=1.C1C=CC2N(O)N=[N:17][C:15]=2C=1.CCN=C=NCCCN(C)C.Cl.CN1CCOCC1.CN.CO, predict the reaction product. The product is: [Cl:1][C:2]1[N:3]=[CH:4][C:5]([C:8]([NH:17][CH3:15])=[O:10])=[N:6][CH:7]=1. (2) Given the reactants [CH3:1][C:2]1([C:19]2[CH:20]=[C:21]([CH3:25])[CH:22]=[CH:23][CH:24]=2)[CH2:10][C:9]2[C:4](=[CH:5][CH:6]=[CH:7][CH:8]=2)[C:3]1([CH:12]1[CH2:17][CH2:16][N:15]([CH3:18])[CH2:14][CH2:13]1)O, predict the reaction product. The product is: [CH3:18][N:15]1[CH2:14][CH2:13][C:12](=[C:3]2[C:4]3[C:9](=[CH:8][CH:7]=[CH:6][CH:5]=3)[CH2:10][C:2]2([CH3:1])[C:19]2[CH:20]=[C:21]([CH3:25])[CH:22]=[CH:23][CH:24]=2)[CH2:17][CH2:16]1. (3) Given the reactants [Br:1][C:2]1[N:7]2[N:8]=[CH:9][N:10]=[C:6]2[C:5](Br)=[N:4][CH:3]=1.[CH:12]([N:15]1[CH2:20][C@@H:19]2[CH2:21][C@H:16]1[CH2:17][N:18]2[C:22]1[CH:27]=[CH:26][C:25]([NH2:28])=[CH:24][CH:23]=1)([CH3:14])[CH3:13].CCN(C(C)C)C(C)C, predict the reaction product. The product is: [Br:1][C:2]1[N:7]2[N:8]=[CH:9][N:10]=[C:6]2[C:5]([NH:28][C:25]2[CH:24]=[CH:23][C:22]([N:18]3[CH2:17][C@@H:16]4[CH2:21][C@H:19]3[CH2:20][N:15]4[CH:12]([CH3:14])[CH3:13])=[CH:27][CH:26]=2)=[N:4][CH:3]=1. (4) The product is: [OH:1][C:2]([C:5]1[C:13]2[C:8](=[CH:9][C:10]([C:14]([OH:16])=[O:15])=[CH:11][CH:12]=2)[N:7]([C:18]2[CH:22]=[CH:21][S:20][CH:19]=2)[N:6]=1)([CH3:3])[CH3:4]. Given the reactants [OH:1][C:2]([C:5]1[C:13]2[C:8](=[CH:9][C:10]([C:14]([O:16]C)=[O:15])=[CH:11][CH:12]=2)[N:7]([C:18]2[CH:22]=[CH:21][S:20][CH:19]=2)[N:6]=1)([CH3:4])[CH3:3].CO.[OH-].[Na+], predict the reaction product. (5) Given the reactants Br[C:2]1[CH:3]=[C:4]([CH:27]=[CH:28][CH:29]=1)[C:5]([NH:7][C:8]1[C:17]2[C:12](=[CH:13][CH:14]=[CH:15][CH:16]=2)[C:11]([O:18][CH2:19][CH2:20][N:21]2[CH2:26][CH2:25][O:24][CH2:23][CH2:22]2)=[CH:10][CH:9]=1)=[O:6].[F:30][C:31]1[CH:36]=[CH:35][C:34](B(O)O)=[C:33]([CH3:40])[CH:32]=1.C(=O)([O-])[O-].[Cs+].[Cs+].C(OCC)(=O)C, predict the reaction product. The product is: [N:21]1([CH2:20][CH2:19][O:18][C:11]2[C:12]3[C:17](=[CH:16][CH:15]=[CH:14][CH:13]=3)[C:8]([NH:7][C:5]([C:4]3[CH:3]=[C:2]([C:34]4[CH:35]=[CH:36][C:31]([F:30])=[CH:32][C:33]=4[CH3:40])[CH:29]=[CH:28][CH:27]=3)=[O:6])=[CH:9][CH:10]=2)[CH2:26][CH2:25][O:24][CH2:23][CH2:22]1. (6) Given the reactants [F:1][C:2]1[CH:10]=[C:9]([CH3:11])[C:8]([F:12])=[CH:7][C:3]=1[C:4]([OH:6])=[O:5].[CH2:13](O)[CH3:14], predict the reaction product. The product is: [F:1][C:2]1[CH:10]=[C:9]([CH3:11])[C:8]([F:12])=[CH:7][C:3]=1[C:4]([O:6][CH2:13][CH3:14])=[O:5].